From a dataset of NCI-60 drug combinations with 297,098 pairs across 59 cell lines. Regression. Given two drug SMILES strings and cell line genomic features, predict the synergy score measuring deviation from expected non-interaction effect. Drug 1: CS(=O)(=O)OCCCCOS(=O)(=O)C. Drug 2: C(CN)CNCCSP(=O)(O)O. Cell line: SNB-75. Synergy scores: CSS=-2.35, Synergy_ZIP=-0.811, Synergy_Bliss=-4.10, Synergy_Loewe=-4.99, Synergy_HSA=-4.04.